Dataset: hERG Central: cardiac toxicity at 1µM, 10µM, and general inhibition. Task: Predict hERG channel inhibition at various concentrations. (1) The compound is CCN(CC)S(=O)(=O)c1ccc(N2CCOCC2)c(NC(=O)c2cccc3c(=O)c(C)c(-c4ccccc4)oc23)c1. Results: hERG_inhib (hERG inhibition (general)): blocker. (2) The molecule is O=c1[nH]c(=O)n(C2CCCCCC2)c(O)c1C=NC1CCN(Cc2ccccc2)CC1. Results: hERG_inhib (hERG inhibition (general)): blocker. (3) The drug is N#CCc1c(C#N)c(N)nc(N2CCN(c3ccc(F)cc3)CC2)c1C#N. Results: hERG_inhib (hERG inhibition (general)): blocker. (4) The drug is CCOc1ccc(C(O)Cn2c(=N)n(CCN3CCCCC3)c3ccccc32)cc1.Cl. Results: hERG_inhib (hERG inhibition (general)): blocker. (5) The compound is O=C(c1ccco1)N1CCN(C(=O)c2cn(-c3ccccc3)nc2-c2ccccc2)CC1. Results: hERG_inhib (hERG inhibition (general)): blocker. (6) The molecule is COc1ccc(C)cc1NC(=O)COC(=O)C1CCN(C(=O)c2ccc(Cl)cc2)CC1. Results: hERG_inhib (hERG inhibition (general)): blocker. (7) The drug is O=C(CN1CCN(S(=O)(=O)c2ccc(F)cc2)CC1)Nc1ccc(F)cc1F. Results: hERG_inhib (hERG inhibition (general)): blocker.